This data is from Full USPTO retrosynthesis dataset with 1.9M reactions from patents (1976-2016). The task is: Predict the reactants needed to synthesize the given product. (1) Given the product [CH3:1][S:2]([O:42][CH2:41][C@:7]([OH:6])([CH3:43])[C:8](=[O:40])[C@@H:9]([NH:17][C:18](=[O:39])[C@@H:19]([NH:23][C:24](=[O:38])[C@@H:25]([NH:29][C:30]([C:32]1[S:36][C:35]([CH3:37])=[N:34][CH:33]=1)=[O:31])[CH2:26][O:27][CH3:28])[CH2:20][O:21][CH3:22])[CH2:10][C:11]1[CH:16]=[CH:15][CH:14]=[CH:13][CH:12]=1)(=[O:4])=[O:3], predict the reactants needed to synthesize it. The reactants are: [CH3:1][S:2](Cl)(=[O:4])=[O:3].[OH:6][C@:7]([CH3:43])([CH2:41][OH:42])[C:8](=[O:40])[C@@H:9]([NH:17][C:18](=[O:39])[C@@H:19]([NH:23][C:24](=[O:38])[C@@H:25]([NH:29][C:30]([C:32]1[S:36][C:35]([CH3:37])=[N:34][CH:33]=1)=[O:31])[CH2:26][O:27][CH3:28])[CH2:20][O:21][CH3:22])[CH2:10][C:11]1[CH:16]=[CH:15][CH:14]=[CH:13][CH:12]=1. (2) Given the product [CH2:2]([N:9]([C@H:10]([CH2:14][OH:15])[C:11]([OH:13])=[O:12])[C:20](=[O:21])[CH2:19][Cl:18])[C:3]1[CH:8]=[CH:7][CH:6]=[CH:5][CH:4]=1, predict the reactants needed to synthesize it. The reactants are: Cl.[CH2:2]([NH:9][C@H:10]([CH2:14][OH:15])[C:11]([OH:13])=[O:12])[C:3]1[CH:8]=[CH:7][CH:6]=[CH:5][CH:4]=1.[OH-].[Na+].[Cl:18][CH2:19][C:20](Cl)=[O:21]. (3) Given the product [C:45]([C:31]1[CH:32]=[CH:33][C:34]([C:2]2[N:7]=[C:6]([C@H:8]([O:13][C:14]3[CH:19]=[CH:18][C:17]([O:20][CH2:21][C:22]([OH:24])=[O:23])=[C:16]([CH3:27])[CH:15]=3)[CH2:9][CH2:10][CH2:11][CH3:12])[CH:5]=[CH:4][CH:3]=2)=[CH:35][C:30]=1[O:29][CH3:28])(=[O:47])[CH3:46], predict the reactants needed to synthesize it. The reactants are: Br[C:2]1[N:7]=[C:6]([C@H:8]([O:13][C:14]2[CH:19]=[CH:18][C:17]([O:20][CH2:21][C:22]([O:24]CC)=[O:23])=[C:16]([CH3:27])[CH:15]=2)[CH2:9][CH2:10][CH2:11][CH3:12])[CH:5]=[CH:4][CH:3]=1.[CH3:28][O:29][C:30]1[CH:35]=[C:34](B2OC(C)(C)C(C)(C)O2)[CH:33]=[CH:32][C:31]=1[C:45](=[O:47])[CH3:46].C([O-])([O-])=O.[Na+].[Na+]. (4) Given the product [F:16][C:13]1[CH:14]=[CH:15][C:10]([N:8]([CH3:9])[C:6](=[O:7])[C:5]2[CH:17]=[CH:18][C:2]([SH:19])=[N:3][CH:4]=2)=[CH:11][CH:12]=1, predict the reactants needed to synthesize it. The reactants are: Cl[C:2]1[CH:18]=[CH:17][C:5]([C:6]([N:8]([C:10]2[CH:15]=[CH:14][C:13]([F:16])=[CH:12][CH:11]=2)[CH3:9])=[O:7])=[CH:4][N:3]=1.[SH2:19].[Na]. (5) Given the product [CH3:8][C:5]1[CH:6]=[CH:7][C:2]([CH:12]=[CH:13][C:14]2[CH:19]=[CH:18][CH:17]=[CH:16][CH:15]=2)=[CH:3][C:4]=1[N+:9]([O-:11])=[O:10], predict the reactants needed to synthesize it. The reactants are: Br[C:2]1[CH:7]=[CH:6][C:5]([CH3:8])=[C:4]([N+:9]([O-:11])=[O:10])[CH:3]=1.[CH2:12]=[CH:13][C:14]1[CH:19]=[CH:18][CH:17]=[CH:16][CH:15]=1.C(N(CC)CC)C.